Dataset: Forward reaction prediction with 1.9M reactions from USPTO patents (1976-2016). Task: Predict the product of the given reaction. (1) Given the reactants Cl.Cl.Cl.[O:4]1[C:8]2=[C:9]([N:13]3[CH2:18][CH2:17][N:16]([CH2:19][CH2:20][C@H:21]4[CH2:26][CH2:25][C@H:24]([NH2:27])[CH2:23][CH2:22]4)[CH2:15][CH2:14]3)[N:10]=[CH:11][CH:12]=[C:7]2[CH2:6][CH2:5]1.[F:28][C:29]([F:40])([F:39])[C:30](O[C:30](=[O:31])[C:29]([F:40])([F:39])[F:28])=[O:31], predict the reaction product. The product is: [O:4]1[C:8]2=[C:9]([N:13]3[CH2:18][CH2:17][N:16]([CH2:19][CH2:20][C@H:21]4[CH2:26][CH2:25][C@H:24]([NH:27][C:30](=[O:31])[C:29]([F:40])([F:39])[F:28])[CH2:23][CH2:22]4)[CH2:15][CH2:14]3)[N:10]=[CH:11][CH:12]=[C:7]2[CH2:6][CH2:5]1. (2) Given the reactants Br[C:2]1[CH:3]=[C:4]([CH2:15][C:16]([O-:18])=[O:17])[CH:5]=[CH:6][C:7]=1[O:8][CH2:9][O:10][CH2:11][CH2:12][O:13][CH3:14].[CH3:19][O:20][CH2:21][CH2:22][O:23][CH2:24][O:25][C:26]1[C:33](B2OC(C)(C)C(C)(C)O2)=[CH:32][CH:31]=[CH:30][C:27]=1[CH:28]=[O:29].[C:43]1(C)C=CC=CC=1, predict the reaction product. The product is: [CH:28]([C:27]1[C:26]([O:25][CH2:24][O:23][CH2:22][CH2:21][O:20][CH3:19])=[C:33]([C:2]2[C:7]([O:8][CH2:9][O:10][CH2:11][CH2:12][O:13][CH3:14])=[CH:6][CH:5]=[C:4]([CH2:15][C:16]([O:18][CH3:43])=[O:17])[CH:3]=2)[CH:32]=[CH:31][CH:30]=1)=[O:29]. (3) Given the reactants [F:1][C:2]([F:8])([F:7])[CH2:3][C:4](=O)[CH3:5].[C:9]([CH:14]=P(C1C=CC=CC=1)(C1C=CC=CC=1)C1C=CC=CC=1)([O:11][CH2:12][CH3:13])=[O:10], predict the reaction product. The product is: [F:1][C:2]([F:8])([F:7])[CH2:3][C:4]([CH3:5])=[CH:14][C:9]([O:11][CH2:12][CH3:13])=[O:10]. (4) Given the reactants [Cl:1][C:2]1[CH:9]=[C:8]([Cl:10])[CH:7]=[C:6]([Cl:11])[C:3]=1[C:4]#[N:5].CO.O.[OH-].[Na+], predict the reaction product. The product is: [Cl:1][C:2]1[CH:9]=[C:8]([Cl:10])[CH:7]=[C:6]([Cl:11])[C:3]=1[CH2:4][NH2:5].